From a dataset of Full USPTO retrosynthesis dataset with 1.9M reactions from patents (1976-2016). Predict the reactants needed to synthesize the given product. (1) Given the product [CH2:1]([O:4][C:5]1[CH:13]=[C:12]2[C:8]([CH:9]=[C:10]([CH2:15][O:16][Si:17]([C:20]([CH3:23])([CH3:22])[CH3:21])([CH3:19])[CH3:18])[N:11]2[CH3:14])=[CH:7][C:6]=1[CH:33]=[O:34])[CH:2]=[CH2:3], predict the reactants needed to synthesize it. The reactants are: [CH2:1]([O:4][C:5]1[CH:13]=[C:12]2[C:8]([CH:9]=[C:10]([CH2:15][O:16][Si:17]([C:20]([CH3:23])([CH3:22])[CH3:21])([CH3:19])[CH3:18])[N:11]2[CH3:14])=[CH:7][C:6]=1Br)[CH:2]=[CH2:3].[Li]CCCC.CN([CH:33]=[O:34])C. (2) The reactants are: [C:1]([C:5]1[CH:6]=[C:7]2[C:12](=[C:13]([F:15])[CH:14]=1)[C:11](=[O:16])[N:10]([C:17]1[CH:22]=[CH:21][CH:20]=[C:19](B3OC(C)(C)C(C)(C)O3)[C:18]=1[CH3:32])[N:9]=[CH:8]2)([CH3:4])([CH3:3])[CH3:2].Cl[C:34]1[CH:35]=[C:36]([NH:42][C:43]2[CH:48]=[CH:47][C:46]([C:49]([N:51]3[CH2:56][CH2:55][O:54][CH2:53][CH2:52]3)=[O:50])=[CH:45][N:44]=2)[C:37](=[O:41])[N:38]([CH3:40])[N:39]=1.C([O-])([O-])=O.[Cs+].[Cs+]. Given the product [C:1]([C:5]1[CH:6]=[C:7]2[C:12](=[C:13]([F:15])[CH:14]=1)[C:11](=[O:16])[N:10]([C:17]1[CH:22]=[CH:21][CH:20]=[C:19]([C:34]3[CH:35]=[C:36]([NH:42][C:43]4[CH:48]=[CH:47][C:46]([C:49]([N:51]5[CH2:52][CH2:53][O:54][CH2:55][CH2:56]5)=[O:50])=[CH:45][N:44]=4)[C:37](=[O:41])[N:38]([CH3:40])[N:39]=3)[C:18]=1[CH3:32])[N:9]=[CH:8]2)([CH3:4])([CH3:3])[CH3:2], predict the reactants needed to synthesize it. (3) The reactants are: [C:1]1([NH2:8])[CH:6]=[CH:5][C:4]([NH2:7])=[CH:3][CH:2]=1.CO.[C:11]1(=[O:17])[O:16][C:14](=[O:15])[CH:13]=[CH:12]1. Given the product [CH3:14][OH:15].[NH2:7][C:4]1[CH:5]=[CH:6][C:1]([NH:8][C:11](=[O:17])/[CH:12]=[CH:13]\[C:14]([OH:16])=[O:15])=[CH:2][CH:3]=1, predict the reactants needed to synthesize it.